This data is from NCI-60 drug combinations with 297,098 pairs across 59 cell lines. The task is: Regression. Given two drug SMILES strings and cell line genomic features, predict the synergy score measuring deviation from expected non-interaction effect. (1) Drug 1: COC1=C(C=C2C(=C1)N=CN=C2NC3=CC(=C(C=C3)F)Cl)OCCCN4CCOCC4. Drug 2: CC(C)CN1C=NC2=C1C3=CC=CC=C3N=C2N. Cell line: NCI-H460. Synergy scores: CSS=13.3, Synergy_ZIP=-6.29, Synergy_Bliss=-4.21, Synergy_Loewe=-4.44, Synergy_HSA=-3.98. (2) Drug 1: CCCCCOC(=O)NC1=NC(=O)N(C=C1F)C2C(C(C(O2)C)O)O. Drug 2: C1=NNC2=C1C(=O)NC=N2. Cell line: DU-145. Synergy scores: CSS=0.846, Synergy_ZIP=-0.0915, Synergy_Bliss=-0.0596, Synergy_Loewe=-2.72, Synergy_HSA=-2.43. (3) Drug 1: C1=NC2=C(N=C(N=C2N1C3C(C(C(O3)CO)O)O)F)N. Drug 2: CC=C1C(=O)NC(C(=O)OC2CC(=O)NC(C(=O)NC(CSSCCC=C2)C(=O)N1)C(C)C)C(C)C. Cell line: SR. Synergy scores: CSS=55.6, Synergy_ZIP=-0.0835, Synergy_Bliss=0.273, Synergy_Loewe=-43.0, Synergy_HSA=-0.364. (4) Drug 1: C1CCN(CC1)CCOC2=CC=C(C=C2)C(=O)C3=C(SC4=C3C=CC(=C4)O)C5=CC=C(C=C5)O. Drug 2: C1CN1P(=S)(N2CC2)N3CC3. Cell line: RPMI-8226. Synergy scores: CSS=1.73, Synergy_ZIP=-1.24, Synergy_Bliss=2.29, Synergy_Loewe=-8.50, Synergy_HSA=-4.11. (5) Drug 1: CS(=O)(=O)C1=CC(=C(C=C1)C(=O)NC2=CC(=C(C=C2)Cl)C3=CC=CC=N3)Cl. Drug 2: C(CCl)NC(=O)N(CCCl)N=O. Cell line: NCI/ADR-RES. Synergy scores: CSS=5.29, Synergy_ZIP=-1.39, Synergy_Bliss=1.05, Synergy_Loewe=-4.68, Synergy_HSA=-1.18. (6) Drug 1: CC(C)(C#N)C1=CC(=CC(=C1)CN2C=NC=N2)C(C)(C)C#N. Drug 2: COCCOC1=C(C=C2C(=C1)C(=NC=N2)NC3=CC=CC(=C3)C#C)OCCOC.Cl. Cell line: HL-60(TB). Synergy scores: CSS=7.01, Synergy_ZIP=-1.52, Synergy_Bliss=-0.864, Synergy_Loewe=3.52, Synergy_HSA=1.60. (7) Drug 1: CC1=C2C(C(=O)C3(C(CC4C(C3C(C(C2(C)C)(CC1OC(=O)C(C(C5=CC=CC=C5)NC(=O)C6=CC=CC=C6)O)O)OC(=O)C7=CC=CC=C7)(CO4)OC(=O)C)O)C)OC(=O)C. Drug 2: CN(CC1=CN=C2C(=N1)C(=NC(=N2)N)N)C3=CC=C(C=C3)C(=O)NC(CCC(=O)O)C(=O)O. Cell line: OVCAR-5. Synergy scores: CSS=47.9, Synergy_ZIP=0.0494, Synergy_Bliss=0.183, Synergy_Loewe=-34.5, Synergy_HSA=0.234. (8) Drug 1: CN(CC1=CN=C2C(=N1)C(=NC(=N2)N)N)C3=CC=C(C=C3)C(=O)NC(CCC(=O)O)C(=O)O. Synergy scores: CSS=43.4, Synergy_ZIP=-4.48, Synergy_Bliss=-8.52, Synergy_Loewe=-14.7, Synergy_HSA=-6.38. Cell line: T-47D. Drug 2: B(C(CC(C)C)NC(=O)C(CC1=CC=CC=C1)NC(=O)C2=NC=CN=C2)(O)O.